Dataset: CYP2C19 inhibition data for predicting drug metabolism from PubChem BioAssay. Task: Regression/Classification. Given a drug SMILES string, predict its absorption, distribution, metabolism, or excretion properties. Task type varies by dataset: regression for continuous measurements (e.g., permeability, clearance, half-life) or binary classification for categorical outcomes (e.g., BBB penetration, CYP inhibition). Dataset: cyp2c19_veith. The drug is COc1ccc(C(=O)N2CCC3(CCN(CC(C)C)CC3)CC2)cc1. The result is 0 (non-inhibitor).